Predict which catalyst facilitates the given reaction. From a dataset of Catalyst prediction with 721,799 reactions and 888 catalyst types from USPTO. (1) Reactant: [Cl-].[OH:2][NH3+:3].C(N(CC)CC)C.[CH2:11]([CH:13]1[CH2:26][C:25]2[S:24][C:23]3[C:18](=[CH:19][CH:20]=[C:21]([C:27]#[N:28])[CH:22]=3)[C:17](=[O:29])[C:16]=2[CH2:15][CH2:14]1)[CH3:12]. Product: [CH2:11]([CH:13]1[CH2:26][C:25]2[S:24][C:23]3[C:18](=[CH:19][CH:20]=[C:21]([C:27](=[N:3][OH:2])[NH2:28])[CH:22]=3)[C:17](=[O:29])[C:16]=2[CH2:15][CH2:14]1)[CH3:12]. The catalyst class is: 16. (2) Reactant: [CH2:1]([O:3][C:4]1[CH:9]=[CH:8][C:7]([C:10]2[CH:15]=[CH:14][C:13]([C:16]3[C:21]([C:22]([O:24]CC)=[O:23])=[CH:20][CH:19]=[CH:18][CH:17]=3)=[CH:12][CH:11]=2)=[C:6]([F:27])[C:5]=1[F:28])[CH3:2].[OH-].[Na+].O.Cl. Product: [CH2:1]([O:3][C:4]1[CH:9]=[CH:8][C:7]([C:10]2[CH:11]=[CH:12][C:13]([C:16]3[C:21]([C:22]([OH:24])=[O:23])=[CH:20][CH:19]=[CH:18][CH:17]=3)=[CH:14][CH:15]=2)=[C:6]([F:27])[C:5]=1[F:28])[CH3:2]. The catalyst class is: 11. (3) Reactant: FC(F)(F)C(O)=[O:4].O.C(O)(=O)/C=C\C(O)=O.[F:17][C:18]1[CH:19]=[CH:20][C:21]2=[C:22]([CH:52]=1)[O:23][CH2:24][C:25]1[CH:51]=[CH:50][CH:49]=[CH:48][C:26]=1/[C:27]/2=[CH:28]\[C:29]1[CH:47]=[CH:46][C:32]2[N:33]([C@@H:39]3[C@@H:43]([OH:44])[CH2:42][N:41]([CH3:45])[CH2:40]3)/[C:34](=[N:36]/[C:37]#[N:38])/[NH:35][C:31]=2[CH:30]=1.[OH-].[Na+]. Product: [F:17][C:18]1[CH:19]=[CH:20][C:21]2=[C:22]([CH:52]=1)[O:23][CH2:24][C:25]1[CH:51]=[CH:50][CH:49]=[CH:48][C:26]=1/[C:27]/2=[CH:28]\[C:29]1[CH:47]=[CH:46][C:32]2[N:33]([C@@H:39]3[C@@H:43]([OH:44])[CH2:42][N:41]([CH3:45])[CH2:40]3)/[C:34](=[N:36]/[C:37]([NH2:38])=[O:4])/[NH:35][C:31]=2[CH:30]=1. The catalyst class is: 13. (4) Reactant: [CH2:1]([O:3][C:4]([C:6]1([C:9]2[CH:14]=[CH:13][C:12]([C:15]3[CH:20]=[CH:19][C:18]([C:21]4[S:22][C:23]([F:29])=[CH:24][C:25]=4C(O)=O)=[CH:17][CH:16]=3)=[CH:11][CH:10]=2)[CH2:8][CH2:7]1)=[O:5])[CH3:2].C([N:32]([CH2:35]C)CC)C.C1(P(N=[N+]=[N-])(C2C=CC=CC=2)=[O:44])C=CC=CC=1.[Cl:54][C:55]1[C:56]([CH:60]([OH:62])[CH3:61])=[CH:57][S:58][CH:59]=1. Product: [CH2:1]([O:3][C:4]([C:6]1([C:9]2[CH:14]=[CH:13][C:12]([C:15]3[CH:16]=[CH:17][C:18]([C:21]4[S:22][C:23]([F:29])=[CH:24][C:25]=4[NH:32][C:35]([O:62][CH:60]([C:56]4[C:55]([Cl:54])=[CH:59][S:58][CH:57]=4)[CH3:61])=[O:44])=[CH:19][CH:20]=3)=[CH:11][CH:10]=2)[CH2:7][CH2:8]1)=[O:5])[CH3:2]. The catalyst class is: 727. (5) Reactant: CON(C)[C:4]([CH:6]1[CH2:9][N:8]([C:10]([O:12][C:13]([CH3:16])([CH3:15])[CH3:14])=[O:11])[CH2:7]1)=[O:5].[F:18][C:19]1[CH:20]=[C:21]([Mg]Br)[CH:22]=[C:23]([F:25])[CH:24]=1.CCOCC. Product: [F:18][C:19]1[CH:20]=[C:21]([CH:22]=[C:23]([F:25])[CH:24]=1)[C:4]([CH:6]1[CH2:7][N:8]([C:10]([O:12][C:13]([CH3:14])([CH3:15])[CH3:16])=[O:11])[CH2:9]1)=[O:5]. The catalyst class is: 1. (6) Reactant: [C:1]1([CH2:7][CH2:8][CH2:9][N:10]2[CH2:19][CH2:18][C:17]3([C:20]4[CH:25]=[CH:24][CH:23]=[C:22]([O:26][CH3:27])[CH:21]=4)[C:12]([CH3:29])([CH2:13][CH2:14][CH:15]([NH2:28])[CH2:16]3)[CH2:11]2)[CH:6]=[CH:5][CH:4]=[CH:3][CH:2]=1.[CH2:30]1C[O:33][CH2:32][CH2:31]1.C([N:37]([CH2:40][CH3:41])[CH2:38][CH3:39])C.CN([P+](ON1N=N[C:55]2[CH:56]=C[CH:58]=[CH:59][C:54]1=2)(N(C)C)N(C)C)C.F[P-](F)(F)(F)(F)F. Product: [CH2:40]1[C:41]2[C:56](=[CH:55][CH:54]=[CH:59][CH:58]=2)[CH2:39][CH2:38][N:37]1[CH2:30][CH2:31][C:32]([NH:28][CH:15]1[CH2:14][CH2:13][C:12]2([CH3:29])[C:17]([C:20]3[CH:25]=[CH:24][CH:23]=[C:22]([O:26][CH3:27])[CH:21]=3)([CH2:18][CH2:19][N:10]([CH2:9][CH2:8][CH2:7][C:1]3[CH:6]=[CH:5][CH:4]=[CH:3][CH:2]=3)[CH2:11]2)[CH2:16]1)=[O:33]. The catalyst class is: 91. (7) Reactant: [CH3:1][CH:2]([CH3:5])[CH2:3][NH2:4].[Cl:6][C:7]1[CH:12]=[CH:11][CH:10]=[CH:9][C:8]=1[CH2:13][N:14]1[C:19](=[O:20])[C:18]([C:21]([NH:23][CH2:24][C:25]([O:27]CC)=[O:26])=[O:22])=[C:17]([OH:30])[C:16]([C:31](OC)=[O:32])=[C:15]1[OH:35]. Product: [Cl:6][C:7]1[CH:12]=[CH:11][CH:10]=[CH:9][C:8]=1[CH2:13][N:14]1[C:15]([OH:35])=[C:16]([C:31]([NH:4][CH2:3][CH:2]([CH3:5])[CH3:1])=[O:32])[C:17]([OH:30])=[C:18]([C:21]([NH:23][CH2:24][C:25]([OH:27])=[O:26])=[O:22])[C:19]1=[O:20]. The catalyst class is: 22. (8) Reactant: [OH:1][C:2]([C:34]1[S:35][CH:36]=[CH:37][CH:38]=1)([C:29]1[S:30][CH:31]=[CH:32][CH:33]=1)[C:3]([O:5][C@H:6]1[CH2:11][CH2:10][C@H:9]([N:12]([CH2:14][CH2:15][CH2:16][N:17]2[C:21]3[CH:22]=[CH:23][C:24]([CH:26]=O)=[CH:25][C:20]=3[NH:19][C:18]2=[O:28])[CH3:13])[CH2:8][CH2:7]1)=[O:4].C(O)(=O)C.[NH2:43][CH2:44][C@@H:45]([C:54]1[CH:63]=[CH:62][C:61]([OH:64])=[C:60]2[C:55]=1[CH:56]=[CH:57][C:58](=[O:65])[NH:59]2)[O:46][Si:47]([C:50]([CH3:53])([CH3:52])[CH3:51])([CH3:49])[CH3:48].C(N(C(C)C)CC)(C)C.C(O[BH-](OC(=O)C)OC(=O)C)(=O)C.[Na+]. Product: [OH:1][C:2]([C:29]1[S:30][CH:31]=[CH:32][CH:33]=1)([C:34]1[S:35][CH:36]=[CH:37][CH:38]=1)[C:3]([O:5][C@H:6]1[CH2:11][CH2:10][C@H:9]([N:12]([CH2:14][CH2:15][CH2:16][N:17]2[C:21]3[CH:22]=[CH:23][C:24]([CH2:26][NH:43][CH2:44][C@H:45]([O:46][Si:47]([C:50]([CH3:53])([CH3:52])[CH3:51])([CH3:49])[CH3:48])[C:54]4[CH:63]=[CH:62][C:61]([OH:64])=[C:60]5[C:55]=4[CH:56]=[CH:57][C:58](=[O:65])[NH:59]5)=[CH:25][C:20]=3[NH:19][C:18]2=[O:28])[CH3:13])[CH2:8][CH2:7]1)=[O:4]. The catalyst class is: 92.